From a dataset of Full USPTO retrosynthesis dataset with 1.9M reactions from patents (1976-2016). Predict the reactants needed to synthesize the given product. (1) Given the product [F:27][C:16]1[CH:17]=[N:18][C:19]2[C:24]([C:15]=1[CH2:14][CH:13]([OH:28])[CH2:12][N:29]1[CH2:30][CH2:31][CH:32]([NH:35][C:36](=[O:42])[O:37][C:38]([CH3:40])([CH3:39])[CH3:41])[CH2:33][CH2:34]1)=[N:23][C:22]([O:25][CH3:26])=[CH:21][CH:20]=2, predict the reactants needed to synthesize it. The reactants are: CC1C=CC(S(O[CH2:12][CH:13]([OH:28])[CH2:14][C:15]2[C:24]3[C:19](=[CH:20][CH:21]=[C:22]([O:25][CH3:26])[N:23]=3)[N:18]=[CH:17][C:16]=2[F:27])(=O)=O)=CC=1.[NH:29]1[CH2:34][CH2:33][CH:32]([NH:35][C:36](=[O:42])[O:37][C:38]([CH3:41])([CH3:40])[CH3:39])[CH2:31][CH2:30]1.C(=O)([O-])[O-].[Na+].[Na+]. (2) Given the product [C:34]([O:33][C:31](=[O:32])[NH:30][CH:27]1[CH2:28][CH2:29][N:24]([CH2:23][CH2:22][N:9]2[C:8]3[CH:14]=[C:4]([N+:1]([O-:3])=[O:2])[CH:5]=[CH:6][C:7]=3[O:12][CH2:11][C:10]2=[O:13])[CH2:25][CH2:26]1)([CH3:37])([CH3:36])[CH3:35], predict the reactants needed to synthesize it. The reactants are: [N+:1]([C:4]1[CH:5]=[CH:6][C:7]2[O:12][CH2:11][C:10](=[O:13])[NH:9][C:8]=2[CH:14]=1)([O-:3])=[O:2].[H-].[Na+].CS(O[CH2:22][CH2:23][N:24]1[CH2:29][CH2:28][CH:27]([NH:30][C:31]([O:33][C:34]([CH3:37])([CH3:36])[CH3:35])=[O:32])[CH2:26][CH2:25]1)(=O)=O.C(OC(=O)NC1CCN(CCN2C3C(=CC=C(OC)C=3)C=CC2=O)CC1)(C)(C)C. (3) Given the product [C:1]([O:5][C:6](=[O:18])[CH2:7][N:8]1[C:12]2[CH:13]=[CH:14][CH:15]=[CH:16][C:11]=2[N:10]([CH2:41][C:42]2[N:46]([CH2:47][CH2:48][CH:49]([CH3:51])[CH3:50])[C:45]3[CH:52]=[CH:53][C:54]([C:56]#[N:57])=[CH:55][C:44]=3[N:43]=2)[C:9]1=[O:17])([CH3:4])([CH3:2])[CH3:3], predict the reactants needed to synthesize it. The reactants are: [C:1]([O:5][C:6](=[O:18])[CH2:7][N:8]1[C:12]2[CH:13]=[CH:14][CH:15]=[CH:16][C:11]=2[NH:10][C:9]1=[O:17])([CH3:4])([CH3:3])[CH3:2].CC(N=P(N1CCCC1)(N1CCCC1)N1CCCC1)(C)C.Cl[CH2:41][C:42]1[N:46]([CH2:47][CH2:48][CH:49]([CH3:51])[CH3:50])[C:45]2[CH:52]=[CH:53][C:54]([C:56]#[N:57])=[CH:55][C:44]=2[N:43]=1. (4) The reactants are: [CH3:1][O:2][CH2:3][C:4]([CH3:7])([NH2:6])[CH3:5].[OH-].[Na+].[Cl:10][CH2:11][C:12](Cl)=[O:13].[Cl-].[NH4+]. Given the product [Cl:10][CH2:11][C:12]([NH:6][C:4]([CH3:7])([CH3:5])[CH2:3][O:2][CH3:1])=[O:13], predict the reactants needed to synthesize it. (5) Given the product [O:6]=[S:1]1(=[O:7])[CH2:5][CH2:4][CH2:3][N:2]1[C:57]1[CH:66]=[C:61]([C:62]([O:64][CH3:65])=[O:63])[CH:60]=[C:59]([CH:58]=1)[C:67]([O:69][CH3:70])=[O:68], predict the reactants needed to synthesize it. The reactants are: [S:1]1(=[O:7])(=[O:6])[CH2:5][CH2:4][CH2:3][NH:2]1.CC1(C)C2C(=C(P(C3C=CC=CC=3)C3C=CC=CC=3)C=CC=2)OC2C(P(C3C=CC=CC=3)C3C=CC=CC=3)=CC=CC1=2.C(=O)([O-])[O-].[Cs+].[Cs+].Br[C:57]1[CH:58]=[C:59]([C:67]([O:69][CH3:70])=[O:68])[CH:60]=[C:61]([CH:66]=1)[C:62]([O:64][CH3:65])=[O:63]. (6) The reactants are: [NH2:1][C:2]1C=CNN=1.CO[C:9]([C:11]1[CH:16]=[CH:15][CH:14]=[CH:13][N:12]=1)=[O:10]. Given the product [O:10]=[C:9]([C:11]1[CH:16]=[CH:15][CH:14]=[CH:13][N:12]=1)[C:2]#[N:1], predict the reactants needed to synthesize it.